From a dataset of HIV replication inhibition screening data with 41,000+ compounds from the AIDS Antiviral Screen. Binary Classification. Given a drug SMILES string, predict its activity (active/inactive) in a high-throughput screening assay against a specified biological target. (1) The drug is CCc1nn(Cc2ccccc2)c2nc(C)c(CCc3ccccc3)c(Cl)c12. The result is 0 (inactive). (2) The compound is CCOC(=O)C(C(=O)c1ccccc1)=[N+]1c2ccccc2S[C-]1C. The result is 0 (inactive). (3) The molecule is N=C1NN(c2ccccc2)C(=O)C1C(=NNC(=O)c1cc2ccccc2cc1O)C(=O)Nc1ccc(Cl)c(Cl)c1. The result is 0 (inactive). (4) The drug is CN(C)CC1Cc2ccsc2C1=O. The result is 0 (inactive). (5) The molecule is Cc1cc(O)nc(NNC(C#N)c2ccco2)n1. The result is 0 (inactive). (6) The drug is O=S(=O)(c1ccccc1)n1c2ccc(Br)cc2c2nc3ccccc3nc21. The result is 0 (inactive).